From a dataset of Forward reaction prediction with 1.9M reactions from USPTO patents (1976-2016). Predict the product of the given reaction. (1) Given the reactants [NH2:1][C@H:2]1[CH2:7][CH2:6][N:5]([CH2:8][CH2:9][N:10]2[C:19]3[C:14](=[C:15]([F:21])[CH:16]=[C:17]([F:20])[CH:18]=3)[CH:13]=[CH:12][C:11]2=[O:22])[CH2:4][C@H:3]1[OH:23].[O:24]=[C:25]1[CH2:30][O:29][C:28]2[CH:31]=[CH:32][C:33]([CH:35]=O)=[N:34][C:27]=2[NH:26]1.C(O[BH-](OC(=O)C)OC(=O)C)(=O)C.[Na+], predict the reaction product. The product is: [F:21][C:15]1[CH:16]=[C:17]([F:20])[CH:18]=[C:19]2[C:14]=1[CH:13]=[CH:12][C:11](=[O:22])[N:10]2[CH2:9][CH2:8][N:5]1[CH2:6][CH2:7][C@H:2]([NH:1][CH2:35][C:33]2[CH:32]=[CH:31][C:28]3[O:29][CH2:30][C:25](=[O:24])[NH:26][C:27]=3[N:34]=2)[C@H:3]([OH:23])[CH2:4]1. (2) The product is: [CH2:35]([O:34][C@@H:10]([CH2:11][C:12]1[CH:13]=[CH:14][C:15]([O:18][C:19](=[O:33])[CH2:20][C:21]2[N:22]=[C:23]([C:27]3[CH:32]=[CH:31][CH:30]=[CH:29][CH:28]=3)[O:24][C:25]=2[CH3:26])=[CH:16][CH:17]=1)[C:9]([OH:37])=[O:8])[CH3:36]. Given the reactants C([O:8][C:9](=[O:37])[C@@H:10]([O:34][CH2:35][CH3:36])[CH2:11][C:12]1[CH:17]=[CH:16][C:15]([O:18][C:19](=[O:33])[CH2:20][C:21]2[N:22]=[C:23]([C:27]3[CH:32]=[CH:31][CH:30]=[CH:29][CH:28]=3)[O:24][C:25]=2[CH3:26])=[CH:14][CH:13]=1)C1C=CC=CC=1.[H][H], predict the reaction product.